This data is from Catalyst prediction with 721,799 reactions and 888 catalyst types from USPTO. The task is: Predict which catalyst facilitates the given reaction. (1) Reactant: [CH3:1][O:2][CH2:3][CH2:4][C:5](Cl)=[O:6].[NH2:8][C:9]1[C:10]([Cl:25])=[N:11][C:12]2[C:17]([C:18]=1[NH:19][CH2:20][C:21]([CH3:24])([OH:23])[CH3:22])=[CH:16][CH:15]=[CH:14][CH:13]=2. Product: [Cl:25][C:10]1[C:9]([NH:8][C:5](=[O:6])[CH2:4][CH2:3][O:2][CH3:1])=[C:18]([NH:19][CH2:20][C:21]([OH:23])([CH3:22])[CH3:24])[C:17]2[C:12](=[CH:13][CH:14]=[CH:15][CH:16]=2)[N:11]=1. The catalyst class is: 10. (2) Reactant: [NH:1]1[CH2:5][CH2:4][C@@H:3]([NH:6][C:7]2[C:8]3[CH:9]=[CH:10][N:11]=[CH:12][C:13]=3[CH:14]=[CH:15][CH:16]=2)[CH2:2]1.[C:17]([O:23][CH2:24][CH2:25][O:26][C:27]1[CH:32]=[CH:31][CH:30]=[C:29]([CH:33]=O)[CH:28]=1)(=[O:22])[C:18]([CH3:21])([CH3:20])[CH3:19].C(O[BH-](OC(=O)C)OC(=O)C)(=O)C.[Na+]. Product: [C:17]([O:23][CH2:24][CH2:25][O:26][C:27]1[CH:32]=[CH:31][CH:30]=[C:29]([CH2:33][N:1]2[CH2:5][CH2:4][C@@H:3]([NH:6][C:7]3[CH:16]=[CH:15][CH:14]=[C:13]4[C:8]=3[CH:9]=[CH:10][N:11]=[CH:12]4)[CH2:2]2)[CH:28]=1)(=[O:22])[C:18]([CH3:21])([CH3:20])[CH3:19]. The catalyst class is: 1. (3) Reactant: CC(C)([O-])C.[K+].[C:7]([O:11][C:12]([N:14]1[CH2:18][CH2:17][CH:16]([C:19]#[N:20])[CH2:15]1)=[O:13])([CH3:10])([CH3:9])[CH3:8].Br[CH2:22][C:23]1[CH:28]=[CH:27][C:26]([F:29])=[CH:25][CH:24]=1. Product: [C:7]([O:11][C:12]([N:14]1[CH2:18][CH2:17][C:16]([C:19]#[N:20])([CH2:22][C:23]2[CH:28]=[CH:27][C:26]([F:29])=[CH:25][CH:24]=2)[CH2:15]1)=[O:13])([CH3:10])([CH3:8])[CH3:9]. The catalyst class is: 1. (4) Reactant: CN(C=O)C.[F:6][C:7]1[CH:8]=[C:9]([CH:34]=[CH:35][C:36]=1[N:37]1[CH2:42][CH2:41][O:40][CH2:39][CH2:38]1)[CH2:10][NH:11][C:12](=[O:33])/[C:13](=[CH:18]/[C:19]1[CH:24]=[CH:23][C:22]([N:25]2[CH:29]=[C:28]([CH3:30])[N:27]=[CH:26]2)=[C:21]([O:31][CH3:32])[CH:20]=1)/[CH2:14][CH2:15][CH2:16]Cl.[H-].[Na+].O. Product: [F:6][C:7]1[CH:8]=[C:9]([CH:34]=[CH:35][C:36]=1[N:37]1[CH2:42][CH2:41][O:40][CH2:39][CH2:38]1)[CH2:10][N:11]1[CH2:16][CH2:15][CH2:14]/[C:13](=[CH:18]\[C:19]2[CH:24]=[CH:23][C:22]([N:25]3[CH:29]=[C:28]([CH3:30])[N:27]=[CH:26]3)=[C:21]([O:31][CH3:32])[CH:20]=2)/[C:12]1=[O:33]. The catalyst class is: 13. (5) Reactant: [OH-].[Na+].[CH2:3]1[CH:5]([NH:6][CH2:7][CH2:8][O:9][C:10]2[CH:15]=[CH:14][C:13]([C:16]3[CH:21]=[CH:20][C:19]([C:22]([O:24]CC)=[O:23])=[CH:18][CH:17]=3)=[CH:12][C:11]=2[C:27]2[CH:36]=[CH:35][C:34]3[C:33]([CH3:38])([CH3:37])[CH2:32][CH2:31][C:30]([CH3:40])([CH3:39])[C:29]=3[CH:28]=2)[CH2:4]1. Product: [CH2:4]1[CH:5]([NH:6][CH2:7][CH2:8][O:9][C:10]2[CH:15]=[CH:14][C:13]([C:16]3[CH:21]=[CH:20][C:19]([C:22]([OH:24])=[O:23])=[CH:18][CH:17]=3)=[CH:12][C:11]=2[C:27]2[CH:36]=[CH:35][C:34]3[C:33]([CH3:38])([CH3:37])[CH2:32][CH2:31][C:30]([CH3:40])([CH3:39])[C:29]=3[CH:28]=2)[CH2:3]1. The catalyst class is: 7. (6) Reactant: [ClH:1].Cl.[NH2:3][C@@H:4]1[CH2:6][C@H:5]1[C:7]1[CH:8]=[C:9]([CH:19]=[CH:20][CH:21]=1)[C:10]([NH:12][C:13]1[CH:14]=[N:15][N:16]([CH3:18])[CH:17]=1)=[O:11].[C:22]1(=O)[CH2:25][CH2:24][CH2:23]1.C(=O)([O-])O.[Na+]. Product: [ClH:1].[ClH:1].[CH:22]1([NH:3][C@@H:4]2[CH2:6][C@H:5]2[C:7]2[CH:8]=[C:9]([CH:19]=[CH:20][CH:21]=2)[C:10]([NH:12][C:13]2[CH:14]=[N:15][N:16]([CH3:18])[CH:17]=2)=[O:11])[CH2:25][CH2:24][CH2:23]1. The catalyst class is: 130.